This data is from Full USPTO retrosynthesis dataset with 1.9M reactions from patents (1976-2016). The task is: Predict the reactants needed to synthesize the given product. (1) Given the product [Si:7]([O:14][C@@H:15]1[CH2:16][CH2:17][C@H:18]([CH2:21][OH:22])[CH2:19][CH2:20]1)([C:10]([CH3:13])([CH3:12])[CH3:11])([CH3:9])[CH3:8], predict the reactants needed to synthesize it. The reactants are: [H-].[Al+3].[Li+].[H-].[H-].[H-].[Si:7]([O:14][C@@H:15]1[CH2:20][CH2:19][C@H:18]([C:21](OC)=[O:22])[CH2:17][CH2:16]1)([C:10]([CH3:13])([CH3:12])[CH3:11])([CH3:9])[CH3:8].[OH-].[K+]. (2) The reactants are: [CH3:1][C:2]1[O:3][C:4]2[C:9]([C:10](=[O:12])[CH:11]=1)=[CH:8][CH:7]=[CH:6][C:5]=2[CH:13]=O.O=[C:16]([CH3:24])[CH2:17][C:18]([O:20][CH2:21][CH2:22][CH3:23])=[O:19].[NH2:25][C:26]([CH3:40])=[CH:27][C:28]([C:30]1[CH:35]=[CH:34][C:33]([C:36]([CH3:39])([CH3:38])[CH3:37])=[CH:32][CH:31]=1)=[O:29].C(O)(=O)C. Given the product [CH3:24][C:16]1[NH:25][C:26]([CH3:40])=[C:27]([C:28](=[O:29])[C:30]2[CH:35]=[CH:34][C:33]([C:36]([CH3:38])([CH3:37])[CH3:39])=[CH:32][CH:31]=2)[CH:13]([C:5]2[CH:6]=[CH:7][CH:8]=[C:9]3[C:4]=2[O:3][C:2]([CH3:1])=[CH:11][C:10]3=[O:12])[C:17]=1[C:18]([O:20][CH2:21][CH2:22][CH3:23])=[O:19], predict the reactants needed to synthesize it.